This data is from Reaction yield outcomes from USPTO patents with 853,638 reactions. The task is: Predict the reaction yield, written as a fraction of the theoretical maximum amount of product (1.0 means a 100% yield; for example, 0.34 means a 34% yield). (1) The reactants are [C:1]1([S:7]([N:10]2[CH:14]=[CH:13][CH:12]=[CH:11]2)(=[O:9])=[O:8])[CH:6]=[CH:5][CH:4]=[CH:3][CH:2]=1.[F:15][C:16]1[CH:24]=[CH:23][C:19]([C:20](Cl)=O)=[CH:18][CH:17]=1.[Cl-].[Al+3].[Cl-].[Cl-]. The catalyst is C(Cl)Cl. The product is [C:1]1([S:7]([N:10]2[CH:11]=[CH:12][C:13]([CH2:20][C:19]3[CH:23]=[CH:24][C:16]([F:15])=[CH:17][CH:18]=3)=[CH:14]2)(=[O:9])=[O:8])[CH:2]=[CH:3][CH:4]=[CH:5][CH:6]=1. The yield is 0.610. (2) The reactants are [NH2:1][C:2]1C=CNN=1.COC(=O)C1C=CC(OCC2CC2)=C(Cl)C=1.CO[C:25]([C:27]1[CH:32]=[CH:31][CH:30]=[CH:29][N:28]=1)=[O:26]. No catalyst specified. The product is [O:26]=[C:25]([C:27]1[CH:32]=[CH:31][CH:30]=[CH:29][N:28]=1)[C:2]#[N:1]. The yield is 0.690. (3) The reactants are [Cl:1][C:2]1[C:7]([C:8]2[C:13]([F:14])=[CH:12][C:11]([F:15])=[CH:10][C:9]=2[F:16])=[C:6](Cl)[N:5]=[C:4]([C:18]2[CH:23]=[N:22][CH:21]=[CH:20][N:19]=2)[N:3]=1.[F:24][C:25]([F:30])([F:29])[C@@H:26]([NH2:28])[CH3:27].O. The catalyst is C(O)(C)C.CN1C(=O)CCC1. The product is [Cl:1][C:2]1[N:3]=[C:4]([C:18]2[CH:23]=[N:22][CH:21]=[CH:20][N:19]=2)[N:5]=[C:6]([NH:28][C@@H:26]([CH3:27])[C:25]([F:30])([F:29])[F:24])[C:7]=1[C:8]1[C:9]([F:16])=[CH:10][C:11]([F:15])=[CH:12][C:13]=1[F:14]. The yield is 0.920. (4) The reactants are [N:1]([C@:4]1([CH2:36][O:37]C(=O)C2C=CC=CC=2)[O:8][C@@:7]([CH3:17])([N:9]2[CH:16]=[CH:15][C:13](=[O:14])[NH:12][C:10]2=[O:11])[C@:6](C(=O)C2C=CC=CC=2)([OH:18])[C@:5]1(C(=O)C1C=CC=CC=1)[OH:27])=[N+:2]=[N-:3]. The catalyst is N. The product is [N:1]([C@:4]1([CH2:36][OH:37])[O:8][C@@:7]([CH3:17])([N:9]2[CH:16]=[CH:15][C:13](=[O:14])[NH:12][C:10]2=[O:11])[C@H:6]([OH:18])[C@@H:5]1[OH:27])=[N+:2]=[N-:3]. The yield is 0.460. (5) The reactants are [N:1]([C@H:4]1[C@@H:8]([C@H:9]2[CH2:13][O:12][C:11]([CH3:15])([CH3:14])[O:10]2)[O:7][C:6](=[O:16])[C@@H:5]1[OH:17])=[N+:2]=[N-:3].N1C=CC=CC=1.[F:24][C:25]([F:38])([F:37])[S:26](O[S:26]([C:25]([F:38])([F:37])[F:24])(=[O:28])=[O:27])(=[O:28])=[O:27]. The catalyst is ClCCl. The product is [N:1]([C@@H:4]1[C@@H:8]([C@H:9]2[CH2:13][O:12][C:11]([CH3:14])([CH3:15])[O:10]2)[O:7][C:6](=[O:16])[C@@H:5]1[O:17][S:26]([C:25]([F:38])([F:37])[F:24])(=[O:28])=[O:27])=[N+:2]=[N-:3]. The yield is 0.520. (6) The reactants are [C:1]([O:5][C:6](=[O:39])[CH2:7][N:8]1[CH2:16][CH2:15][N:14]([CH2:17][C:18](=[O:30])[CH2:19][CH2:20][C:21]2[CH:26]=[CH:25][C:24]([N+:27]([O-:29])=[O:28])=[CH:23][CH:22]=2)[CH2:13][CH2:12][N:11]([CH2:31][C:32]([O:34][C:35]([CH3:38])([CH3:37])[CH3:36])=[O:33])[CH2:10][CH2:9]1)([CH3:4])([CH3:3])[CH3:2].[BH4-].[Na+]. The catalyst is CO. The product is [C:1]([O:5][C:6](=[O:39])[CH2:7][N:8]1[CH2:16][CH2:15][N:14]([CH2:17][CH:18]([OH:30])[CH2:19][CH2:20][C:21]2[CH:22]=[CH:23][C:24]([N+:27]([O-:29])=[O:28])=[CH:25][CH:26]=2)[CH2:13][CH2:12][N:11]([CH2:31][C:32]([O:34][C:35]([CH3:38])([CH3:37])[CH3:36])=[O:33])[CH2:10][CH2:9]1)([CH3:4])([CH3:3])[CH3:2]. The yield is 0.810.